This data is from Full USPTO retrosynthesis dataset with 1.9M reactions from patents (1976-2016). The task is: Predict the reactants needed to synthesize the given product. (1) The reactants are: [N:1]1[CH:6]=[CH:5][CH:4]=[N:3][C:2]=1[NH:7][CH2:8][CH2:9][CH2:10][N:11]1[C:19]2[C:14](=[CH:15][C:16]([C:20]([OH:22])=O)=[CH:17][CH:18]=2)[CH:13]=[N:12]1.[NH2:23][CH2:24][C@H:25]([NH:30][S:31]([C:34]1[CH:39]=[CH:38][C:37]([C:40]2[CH:45]=[CH:44][C:43]([S:46]([NH:49][CH2:50][CH2:51][NH:52][C:53]([O:55][CH2:56][C:57]3[CH:62]=[CH:61][CH:60]=[CH:59][CH:58]=3)=[O:54])(=[O:48])=[O:47])=[CH:42][CH:41]=2)=[CH:36][CH:35]=1)(=[O:33])=[O:32])[C:26]([O:28][CH3:29])=[O:27]. Given the product [C:57]1([CH2:56][O:55][C:53]([NH:52][CH2:51][CH2:50][NH:49][S:46]([C:43]2[CH:44]=[CH:45][C:40]([C:37]3[CH:38]=[CH:39][C:34]([S:31]([NH:30][C@@H:25]([CH2:24][NH:23][C:20]([C:16]4[CH:15]=[C:14]5[C:19](=[CH:18][CH:17]=4)[N:11]([CH2:10][CH2:9][CH2:8][NH:7][C:2]4[N:1]=[CH:6][CH:5]=[CH:4][N:3]=4)[N:12]=[CH:13]5)=[O:22])[C:26]([O:28][CH3:29])=[O:27])(=[O:32])=[O:33])=[CH:35][CH:36]=3)=[CH:41][CH:42]=2)(=[O:47])=[O:48])=[O:54])[CH:62]=[CH:61][CH:60]=[CH:59][CH:58]=1, predict the reactants needed to synthesize it. (2) The reactants are: [F:1][C:2]1[N:7]=[C:6]([C:8]2[N:13]=[CH:12][N:11]=[C:10]([NH:14][C@H:15]3[CH2:20][CH2:19][C@H:18]([NH:21]C(=O)OC(C)(C)C)[CH2:17][CH2:16]3)[CH:9]=2)[CH:5]=[CH:4][CH:3]=1.FC(F)(F)C(O)=O. Given the product [F:1][C:2]1[N:7]=[C:6]([C:8]2[N:13]=[CH:12][N:11]=[C:10]([NH:14][C@H:15]3[CH2:20][CH2:19][C@H:18]([NH2:21])[CH2:17][CH2:16]3)[CH:9]=2)[CH:5]=[CH:4][CH:3]=1, predict the reactants needed to synthesize it. (3) Given the product [CH2:22]([NH:21][C:4]1[C:3]([O:2][CH3:1])=[N:20][C:7]2[CH2:8][CH2:9][N:10]([C:14](=[O:19])[C:15]([F:18])([F:16])[F:17])[CH2:11][CH:12]([CH3:13])[C:6]=2[CH:5]=1)[CH3:23], predict the reactants needed to synthesize it. The reactants are: [CH3:1][O:2][C:3]1[C:4]([NH2:21])=[CH:5][C:6]2[CH:12]([CH3:13])[CH2:11][N:10]([C:14](=[O:19])[C:15]([F:18])([F:17])[F:16])[CH2:9][CH2:8][C:7]=2[N:20]=1.[CH:22](=O)[CH3:23].